Dataset: Catalyst prediction with 721,799 reactions and 888 catalyst types from USPTO. Task: Predict which catalyst facilitates the given reaction. (1) Reactant: [Cl:1][O-].[Na+].[Cl:4][C:5]1[N:10]=[CH:9][C:8]2[CH:11]=[N:12][NH:13][C:7]=2[CH:6]=1.O.S([O-])([O-])=O.[Na+].[Na+]. Product: [Cl:1][C:11]1[C:8]2[CH:9]=[N:10][C:5]([Cl:4])=[CH:6][C:7]=2[NH:13][N:12]=1. The catalyst class is: 14. (2) Reactant: [NH:1]1[CH2:8][CH2:7][CH2:6][C@H:2]1[C:3]([OH:5])=[O:4].C(=O)([O-])[O-].[K+].[K+].O.[C:16](Cl)(=[O:23])[C:17]1[CH:22]=[CH:21][CH:20]=[CH:19][CH:18]=1. Product: [C:16]([N:1]1[CH2:8][CH2:7][CH2:6][CH:2]1[C:3]([OH:5])=[O:4])(=[O:23])[C:17]1[CH:22]=[CH:21][CH:20]=[CH:19][CH:18]=1. The catalyst class is: 7. (3) Reactant: C(OC(=O)[NH:7][C@@H:8]([C:10](=[O:33])[NH:11][CH2:12][C:13]1[N:22]=[C:21]([N:23]([C:25]2[CH:30]=[CH:29][C:28]([O:31][CH3:32])=[CH:27][CH:26]=2)[CH3:24])[C:20]2[C:15](=[CH:16][CH:17]=[CH:18][CH:19]=2)[N:14]=1)[CH3:9])(C)(C)C.NCC1N=C(N(C2C=CC(OC)=CC=2)C)C2C(=CC=CC=2)N=1.N(C(OC(C)(C)C)=O)[C@@H](C(O)=O)C.CCN=C=NCCCN(C)C.C(N(C(C)C)C(C)C)C. Product: [NH2:7][C@H:8]([CH3:9])[C:10]([NH:11][CH2:12][C:13]1[N:22]=[C:21]([N:23]([C:25]2[CH:30]=[CH:29][C:28]([O:31][CH3:32])=[CH:27][CH:26]=2)[CH3:24])[C:20]2[C:15](=[CH:16][CH:17]=[CH:18][CH:19]=2)[N:14]=1)=[O:33]. The catalyst class is: 3. (4) Reactant: [CH:1]([C:3]1[CH:4]=[C:5]([S:12][C:13]2[CH:14]=[C:15]([NH:19][S:20]([C:23]3[CH:28]=[CH:27][CH:26]=[CH:25][CH:24]=3)(=[O:22])=[O:21])[CH:16]=[CH:17][CH:18]=2)[CH:6]=[CH:7][C:8]=1[N+:9]([O-:11])=[O:10])=[O:2].ClC1C=C(C(OO)=[O:37])C=CC=1.C([O-])(O)=O.[Na+]. Product: [CH:1]([C:3]1[CH:4]=[C:5]([S:12]([C:13]2[CH:14]=[C:15]([NH:19][S:20]([C:23]3[CH:28]=[CH:27][CH:26]=[CH:25][CH:24]=3)(=[O:22])=[O:21])[CH:16]=[CH:17][CH:18]=2)=[O:37])[CH:6]=[CH:7][C:8]=1[N+:9]([O-:11])=[O:10])=[O:2]. The catalyst class is: 22. (5) Reactant: [C:1]([OH:6])(=[O:5])[C:2]([OH:4])=[O:3].[Cl:7][C:8]1[CH:9]=[C:10]([C@@H:14]([C@@H:23]2[CH2:28][CH2:27][CH2:26][N:25]([C:29](=[O:42])[NH:30][CH2:31][C@@H:32]([NH:40][CH3:41])[CH2:33][C@H:34]3[CH2:39][CH2:38][CH2:37][O:36][CH2:35]3)[CH2:24]2)[O:15][CH2:16][CH2:17][NH:18][C:19](=[O:22])[O:20][CH3:21])[CH:11]=[CH:12][CH:13]=1. Product: [C:1]([OH:6])(=[O:5])[C:2]([OH:4])=[O:3].[Cl:7][C:8]1[CH:9]=[C:10]([C@@H:14]([C@@H:23]2[CH2:28][CH2:27][CH2:26][N:25]([C:29](=[O:42])[NH:30][CH2:31][C@@H:32]([NH:40][CH3:41])[CH2:33][C@H:34]3[CH2:39][CH2:38][CH2:37][O:36][CH2:35]3)[CH2:24]2)[O:15][CH2:16][CH2:17][NH:18][C:19](=[O:22])[O:20][CH3:21])[CH:11]=[CH:12][CH:13]=1. The catalyst class is: 21. (6) Reactant: C[O:2][C:3](=[O:37])[CH2:4][CH2:5][C:6]1[C:10]([CH3:11])=[C:9]([C:12](=[O:23])[NH:13][CH:14]2[CH2:19][CH2:18][N:17]([CH:20]([CH3:22])[CH3:21])[CH2:16][CH2:15]2)[N:8]([CH2:24][C:25]2[CH:29]=[C:28]([C:30]3[S:31][C:32]([Cl:35])=[CH:33][CH:34]=3)[O:27][N:26]=2)[C:7]=1[CH3:36].Cl. Product: [Cl:35][C:32]1[S:31][C:30]([C:28]2[O:27][N:26]=[C:25]([CH2:24][N:8]3[C:9]([C:12](=[O:23])[NH:13][CH:14]4[CH2:15][CH2:16][N:17]([CH:20]([CH3:22])[CH3:21])[CH2:18][CH2:19]4)=[C:10]([CH3:11])[C:6]([CH2:5][CH2:4][C:3]([OH:37])=[O:2])=[C:7]3[CH3:36])[CH:29]=2)=[CH:34][CH:33]=1. The catalyst class is: 5.